Dataset: TCR-epitope binding with 47,182 pairs between 192 epitopes and 23,139 TCRs. Task: Binary Classification. Given a T-cell receptor sequence (or CDR3 region) and an epitope sequence, predict whether binding occurs between them. (1) The epitope is TLIGDCATV. The TCR CDR3 sequence is CASNRRTSGTYEQYF. Result: 0 (the TCR does not bind to the epitope). (2) The epitope is FVRATATIPI. The TCR CDR3 sequence is CASSWGPGTQYF. Result: 0 (the TCR does not bind to the epitope). (3) The epitope is SSTFNVPMEKLK. The TCR CDR3 sequence is CASSLQGGIDGYTF. Result: 0 (the TCR does not bind to the epitope). (4) The epitope is KTSVDCTMYI. The TCR CDR3 sequence is CSVVRLTEAFF. Result: 0 (the TCR does not bind to the epitope). (5) The epitope is SGPLKAEIAQRLED. The TCR CDR3 sequence is CASSLSPLWAQYF. Result: 0 (the TCR does not bind to the epitope). (6) The epitope is EIYKRWII. The TCR CDR3 sequence is CASSLPTALTGELFF. Result: 1 (the TCR binds to the epitope). (7) The epitope is TFYLTNDVSFL. The TCR CDR3 sequence is CASSSRVGDTGELFF. Result: 0 (the TCR does not bind to the epitope).